From a dataset of Full USPTO retrosynthesis dataset with 1.9M reactions from patents (1976-2016). Predict the reactants needed to synthesize the given product. (1) Given the product [F:35][C:32]([F:33])([F:34])[C:30]1[CH:29]=[C:28]([CH2:36][OH:37])[CH:27]=[C:26]([CH2:25][C:21]2[CH:20]=[C:19]3[C:24](=[CH:23][CH:22]=2)[CH:16]([NH:15][CH2:46][C:41]2[C:40]([C:39]([F:48])([F:38])[F:49])=[CH:45][CH:44]=[CH:43][N:42]=2)[CH2:17][CH2:18]3)[CH:31]=1, predict the reactants needed to synthesize it. The reactants are: C(O[BH-](OC(=O)C)OC(=O)C)(=O)C.[Na+].[NH2:15][CH:16]1[C:24]2[C:19](=[CH:20][C:21]([CH2:25][C:26]3[CH:27]=[C:28]([CH2:36][OH:37])[CH:29]=[C:30]([C:32]([F:35])([F:34])[F:33])[CH:31]=3)=[CH:22][CH:23]=2)[CH2:18][CH2:17]1.[F:38][C:39]([F:49])([F:48])[C:40]1[C:41]([CH:46]=O)=[N:42][CH:43]=[CH:44][CH:45]=1.C([O-])(O)=O.[Na+]. (2) Given the product [Cl:22][C:16]1[C:15]([C:13](=[O:14])[CH2:7][C:1]2[CH:6]=[CH:5][CH:4]=[CH:3][CH:2]=2)=[C:19]([Cl:20])[N:18]([CH3:21])[N:17]=1, predict the reactants needed to synthesize it. The reactants are: [C:1]1([C:7](=[C:13]([C:15]2[C:16]([Cl:22])=[N:17][N:18]([CH3:21])[C:19]=2[Cl:20])[OH:14])C(OCC)=O)[CH:6]=[CH:5][CH:4]=[CH:3][CH:2]=1. (3) Given the product [NH2:1][C:4]1[CH:9]=[CH:8][C:7]([C:10]([C:12]2[S:13][CH:14]=[CH:15][CH:16]=2)=[O:11])=[CH:6][CH:5]=1, predict the reactants needed to synthesize it. The reactants are: [N+:1]([C:4]1[CH:9]=[CH:8][C:7]([C:10]([C:12]2[S:13][CH:14]=[CH:15][CH:16]=2)=[O:11])=[CH:6][CH:5]=1)([O-])=O.[Sn](Cl)Cl. (4) Given the product [CH3:22][O:23][C:24]1[CH:25]=[C:26]([CH2:27][NH:1][CH2:2][CH2:3][N:4]2[C:13]3[C:8]([C:9](=[O:15])[NH:10][C:11](=[O:14])[N:12]=3)=[N:7][C:6]3[CH:16]=[C:17]([CH3:21])[C:18]([CH3:20])=[CH:19][C:5]2=3)[CH:29]=[CH:30][N:31]=1, predict the reactants needed to synthesize it. The reactants are: [NH2:1][CH2:2][CH2:3][N:4]1[C:13]2[C:8]([C:9](=[O:15])[NH:10][C:11](=[O:14])[N:12]=2)=[N:7][C:6]2[CH:16]=[C:17]([CH3:21])[C:18]([CH3:20])=[CH:19][C:5]1=2.[CH3:22][O:23][C:24]1[CH:25]=[C:26]([CH:29]=[CH:30][N:31]=1)[CH:27]=O.C(O)(=O)C.C([BH3-])#N.[Na+]. (5) Given the product [CH:10]1[C:5]2[C:16]3[CH:21]=[CH:20][CH:19]=[CH:18][C:17]=3[CH2:13][C:12](=[O:15])[NH:11][C:6]=2[CH:7]=[CH:8][CH:9]=1, predict the reactants needed to synthesize it. The reactants are: [Al+3].[Cl-].[Cl-].[Cl-].[C:5]1([C:16]2[CH:21]=[CH:20][CH:19]=[CH:18][CH:17]=2)[CH:10]=[CH:9][CH:8]=[CH:7][C:6]=1[NH:11][C:12](=[O:15])[CH2:13]Cl. (6) Given the product [N:26]1([CH2:25][CH2:24][O:23][C:22]2[CH:21]=[CH:20][C:19]([CH:8]3[C:7]4[C:6]5[CH:34]=[CH:35][C:3]([OH:2])=[CH:4][C:5]=5[S:14][C:13]=4[C:12]4[CH:15]=[CH:16][CH:17]=[CH:18][C:11]=4[CH2:10][O:9]3)=[CH:33][CH:32]=2)[CH2:31][CH2:30][CH2:29][CH2:28][CH2:27]1, predict the reactants needed to synthesize it. The reactants are: C[O:2][C:3]1[CH:35]=[CH:34][C:6]2[C:7]3[CH:8]([C:19]4[CH:33]=[CH:32][C:22]([O:23][CH2:24][CH2:25][N:26]5[CH2:31][CH2:30][CH2:29][CH2:28][CH2:27]5)=[CH:21][CH:20]=4)[O:9][CH2:10][C:11]4[CH:18]=[CH:17][CH:16]=[CH:15][C:12]=4[C:13]=3[S:14][C:5]=2[CH:4]=1. (7) Given the product [C:17]([O:21][C:22](=[O:23])[NH:24][CH:25]([CH3:28])[CH:26]([OH:27])[CH2:6][O:7][CH3:8])([CH3:20])([CH3:19])[CH3:18], predict the reactants needed to synthesize it. The reactants are: C([Sn](CCCC)(CCCC)[CH2:6][O:7][CH3:8])CCC.[C:17]([O:21][C:22]([NH:24][CH:25]([CH3:28])[CH:26]=[O:27])=[O:23])([CH3:20])([CH3:19])[CH3:18].[Cl-].[NH4+]. (8) Given the product [Br:1][C:2]1[C:3]([CH2:20][N:21]2[CH2:25][CH:24]([CH2:26][CH2:27][CH3:28])[CH2:23][C:22]2=[O:29])=[C:4]2[N:10]=[CH:9][NH:8][C:5]2=[N:6][CH:7]=1, predict the reactants needed to synthesize it. The reactants are: [Br:1][C:2]1[C:3]([CH2:20][N:21]2[CH2:25][CH:24]([CH2:26][CH2:27][CH3:28])[CH2:23][C:22]2=[O:29])=[C:4]2[N:10]=[CH:9][N:8](CC3C=CC(OC)=CC=3)[C:5]2=[N:6][CH:7]=1.C1(OC)C=CC=CC=1.OS(O)(=O)=O.C([O-])(O)=O.[Na+]. (9) Given the product [CH:5]1[C:6]([C@H:7]2[N:11]([C:12]3[CH:13]=[CH:14][C:15]([F:18])=[CH:16][CH:17]=3)[C:9](=[O:10])[C@@H:8]2[CH2:19][CH2:20][C@H:21]([OH:29])[C:22]2[CH:23]=[CH:24][C:25]([F:28])=[CH:26][CH:27]=2)=[CH:1][CH:2]=[C:3]([OH:30])[CH:4]=1, predict the reactants needed to synthesize it. The reactants are: [CH:1]1[C:6]([C@H:7]2[N:11]([C:12]3[CH:13]=[CH:14][C:15]([F:18])=[CH:16][CH:17]=3)[C:9](=[O:10])[C@@H:8]2[CH2:19][CH2:20][C@H:21]([OH:29])[C:22]2[CH:23]=[CH:24][C:25]([F:28])=[CH:26][CH:27]=2)=[CH:5][CH:4]=[C:3]([OH:30])[CH:2]=1.C(O)(C)(C)C.